This data is from Reaction yield outcomes from USPTO patents with 853,638 reactions. The task is: Predict the reaction yield, written as a fraction of the theoretical maximum amount of product (1.0 means a 100% yield; for example, 0.34 means a 34% yield). (1) The reactants are [CH3:1][N:2]1[C:11](=[O:12])[C:10]2[C:5](=[CH:6][CH:7]=[C:8]([C:13]([O:15][CH3:16])=[O:14])[CH:9]=2)[NH:4][C:3]1=O.P(Cl)(Cl)([Cl:20])=O.C(N(CC)C1C=CC=CC=1)C.P(Cl)(Cl)(Cl)(Cl)Cl. No catalyst specified. The product is [Cl:20][C:3]1[N:2]([CH3:1])[C:11](=[O:12])[C:10]2[C:5](=[CH:6][CH:7]=[C:8]([C:13]([O:15][CH3:16])=[O:14])[CH:9]=2)[N:4]=1. The yield is 0.260. (2) The reactants are [CH:1]1([C:4]2[CH:5]=[C:6]([C:18]3[S:22][C:21]([C@@:23]4([OH:35])[CH2:28][CH2:27][C@H:26]([C:29]([O:31]C)=[O:30])[C:25]([CH3:34])([CH3:33])[CH2:24]4)=[N:20][CH:19]=3)[CH:7]=[C:8]([NH:10][C:11]3[N:16]=[C:15]([CH3:17])[CH:14]=[CH:13][N:12]=3)[CH:9]=2)[CH2:3][CH2:2]1.[OH-].[Na+].Cl.CO.O. The catalyst is O1CCCC1.CO.O.C(O)(C)C.C(Cl)(Cl)Cl.[Cl-].[Na+].O. The product is [CH:1]1([C:4]2[CH:5]=[C:6]([C:18]3[S:22][C:21]([C@@:23]4([OH:35])[CH2:28][CH2:27][C@H:26]([C:29]([OH:31])=[O:30])[C:25]([CH3:33])([CH3:34])[CH2:24]4)=[N:20][CH:19]=3)[CH:7]=[C:8]([NH:10][C:11]3[N:16]=[C:15]([CH3:17])[CH:14]=[CH:13][N:12]=3)[CH:9]=2)[CH2:3][CH2:2]1. The yield is 0.840. (3) The reactants are [F:1][C:2]1[CH:3]=[C:4]([OH:9])[CH:5]=[CH:6][C:7]=1[F:8].F[C:11]1[CH:16]=[CH:15][CH:14]=[CH:13][C:12]=1[N+:17]([O-:19])=[O:18].[F:20][C:21]1[CH:22]=[C:23]([CH:32]=[CH:33][C:34]=1[F:35])[O:24][C:25]1[CH:31]=[CH:30][CH:29]=[CH:28][C:26]=1[NH2:27].[NH2:36][C:37]1[S:38][CH:39]=[CH:40][N:41]=1. No catalyst specified. The product is [F:1][C:2]1[CH:3]=[C:4]([CH:5]=[CH:6][C:7]=1[F:8])[O:9][C:11]1[CH:16]=[CH:15][CH:14]=[CH:13][C:12]=1[N+:17]([O-:19])=[O:18].[F:20][C:21]1[CH:22]=[C:23]([CH:32]=[CH:33][C:34]=1[F:35])[O:24][C:25]1[CH:31]=[CH:30][CH:29]=[CH:28][C:26]=1[NH:27][C:4]([NH:36][C:37]1[S:38][CH:39]=[CH:40][N:41]=1)=[O:9]. The yield is 0.600. (4) The reactants are C[O:2][C:3](=[O:27])[C:4]1[C:5](=[C:10]([O:14][CH:15]([C:17]2[CH:26]=[CH:25][C:24]3[C:19](=[CH:20][CH:21]=[CH:22][CH:23]=3)[CH:18]=2)[CH3:16])[CH:11]=[CH:12][CH:13]=1)[C:6]([O:8]C)=[O:7].[OH-].[Na+]. The catalyst is C(O)C. The product is [CH:18]1[C:19]2[C:24](=[CH:23][CH:22]=[CH:21][CH:20]=2)[CH:25]=[CH:26][C:17]=1[CH:15]([O:14][C:10]1[CH:11]=[CH:12][CH:13]=[C:4]([C:3]([OH:27])=[O:2])[C:5]=1[C:6]([OH:8])=[O:7])[CH3:16]. The yield is 0.600. (5) The reactants are [CH3:1][N:2]1[CH2:6][CH2:5][CH2:4][C@H:3]1[C:7]1[CH:8]=[C:9]([O:13][CH2:14][CH2:15][NH:16][C:17]([C@H:19]2[CH2:24][CH2:23][C@H:22]([NH:25]C(=O)OC(C)(C)C)[CH2:21][CH2:20]2)=[O:18])[CH:10]=[N:11][CH:12]=1.FC(F)(F)C(O)=O. The catalyst is C(Cl)Cl. The product is [NH2:25][C@H:22]1[CH2:21][CH2:20][C@H:19]([C:17]([NH:16][CH2:15][CH2:14][O:13][C:9]2[CH:10]=[N:11][CH:12]=[C:7]([C@@H:3]3[CH2:4][CH2:5][CH2:6][N:2]3[CH3:1])[CH:8]=2)=[O:18])[CH2:24][CH2:23]1. The yield is 0.620. (6) The reactants are Br[C:2]1[CH:7]=[CH:6][C:5]([O:8][CH:9]([F:11])[F:10])=[CH:4][CH:3]=1.[CH3:12][C:13]1([CH3:29])[C:17]([CH3:19])([CH3:18])[O:16][B:15]([B:15]2[O:16][C:17]([CH3:19])([CH3:18])[C:13]([CH3:29])([CH3:12])[O:14]2)[O:14]1.C([O-])(=O)C.[K+]. The catalyst is CN(C)C=O.C(OCC)(=O)C.C1C=CC(P(C2C=CC=CC=2)[C-]2C=CC=C2)=CC=1.C1C=CC(P(C2C=CC=CC=2)[C-]2C=CC=C2)=CC=1.Cl[Pd]Cl.[Fe+2]. The product is [F:10][CH:9]([F:11])[O:8][C:5]1[CH:6]=[CH:7][C:2]([B:15]2[O:16][C:17]([CH3:19])([CH3:18])[C:13]([CH3:29])([CH3:12])[O:14]2)=[CH:3][CH:4]=1. The yield is 0.580. (7) The reactants are [CH2:1]([C:3]1[CH:4]=[C:5]2[C:9](=[CH:10][CH:11]=1)[NH:8][CH2:7][CH2:6]2)[CH3:2].[N+:12]([O-])([O-:14])=[O:13].[K+].[OH-].[Na+]. The catalyst is OS(O)(=O)=O. The product is [CH2:1]([C:3]1[CH:4]=[C:5]2[C:9](=[CH:10][C:11]=1[N+:12]([O-:14])=[O:13])[NH:8][CH2:7][CH2:6]2)[CH3:2]. The yield is 0.580. (8) The reactants are [CH2:1]([C:3]1[N:8]=[C:7]([CH2:9][CH2:10][CH3:11])[N:6]([CH2:12][C:13]2[CH:18]=[CH:17][C:16]([C:19]3[CH:24]=[CH:23][CH:22]=[CH:21][C:20]=3[C:25]3[NH:29][C:28](=[O:30])[O:27][N:26]=3)=[CH:15][CH:14]=2)[C:5](=[O:31])[C:4]=1[C:32]1[CH:33]=[C:34]2[C:39](=[CH:40][CH:41]=1)[O:38][C:37]([CH3:43])([CH3:42])[CH2:36][CH:35]2[OH:44])[CH3:2].CC(OI1(OC(C)=O)(OC(C)=O)OC(=O)C2C1=CC=CC=2)=O. The catalyst is ClCCl.C(OCC)(=O)C. The product is [CH3:43][C:37]1([CH3:42])[CH2:36][C:35](=[O:44])[C:34]2[C:39](=[CH:40][CH:41]=[C:32]([C:4]3[C:5](=[O:31])[N:6]([CH2:12][C:13]4[CH:18]=[CH:17][C:16]([C:19]5[CH:24]=[CH:23][CH:22]=[CH:21][C:20]=5[C:25]5[NH:29][C:28](=[O:30])[O:27][N:26]=5)=[CH:15][CH:14]=4)[C:7]([CH2:9][CH2:10][CH3:11])=[N:8][C:3]=3[CH2:1][CH3:2])[CH:33]=2)[O:38]1. The yield is 0.810. (9) The yield is 0.760. The product is [F:25][C:21]1[CH:20]=[C:19]2[C:24]([C:16](=[C:12]3[C:13]4[C:9](=[CH:8][C:7]([NH:6][CH3:5])=[CH:15][CH:14]=4)[CH2:10][O:11]3)[C:17](=[O:26])[NH:18]2)=[CH:23][CH:22]=1. The catalyst is C(Cl)Cl.O. The reactants are COC1C=C(OC)C=CC=1[CH2:5][N:6](C)[C:7]1[CH:8]=[C:9]2[C:13](=[CH:14][CH:15]=1)[C:12](=[C:16]1[C:24]3[C:19](=[CH:20][C:21]([F:25])=[CH:22][CH:23]=3)[NH:18][C:17]1=[O:26])[O:11][CH2:10]2.FC(F)(F)C(O)=O.CO.